This data is from Forward reaction prediction with 1.9M reactions from USPTO patents (1976-2016). The task is: Predict the product of the given reaction. Given the reactants [CH3:1][C:2]([O:5][C@H:6]([CH3:43])[C@@H:7]([C:40]([OH:42])=[O:41])[NH:8][C:9]([C:11]1[CH:16]=[CH:15][C:14]([C:17]2[CH:18]=[N:19][C:20]([O:23][CH3:24])=[CH:21][CH:22]=2)=[CH:13][C:12]=1[NH:25][C:26]([NH:28][C:29]1[C:34]([CH3:35])=[CH:33][C:32]([CH2:36][O:37][CH3:38])=[CH:31][C:30]=1[CH3:39])=[O:27])=[O:10])([CH3:4])[CH3:3].CC(C)([O-])C.[K+:49], predict the reaction product. The product is: [CH3:4][C:2]([O:5][C@H:6]([CH3:43])[C@@H:7]([C:40]([O-:42])=[O:41])[NH:8][C:9]([C:11]1[CH:16]=[CH:15][C:14]([C:17]2[CH:18]=[N:19][C:20]([O:23][CH3:24])=[CH:21][CH:22]=2)=[CH:13][C:12]=1[NH:25][C:26]([NH:28][C:29]1[C:30]([CH3:39])=[CH:31][C:32]([CH2:36][O:37][CH3:38])=[CH:33][C:34]=1[CH3:35])=[O:27])=[O:10])([CH3:1])[CH3:3].[K+:49].